Dataset: Forward reaction prediction with 1.9M reactions from USPTO patents (1976-2016). Task: Predict the product of the given reaction. (1) Given the reactants [Cl:1][C:2]1[C:7]([C:8]2[CH:13]=[CH:12][CH:11]=[CH:10][CH:9]=2)=[N:6][N:5]=[C:4]2[NH:14][N:15]=[C:16]([C:17]3[CH:22]=[CH:21][CH:20]=[CH:19][CH:18]=3)[C:3]=12.[N:23]1([CH2:28][CH2:29]O)[CH:27]=[CH:26][N:25]=[CH:24]1, predict the reaction product. The product is: [Cl:1][C:2]1[C:7]([C:8]2[CH:9]=[CH:10][CH:11]=[CH:12][CH:13]=2)=[N:6][N:5]=[C:4]2[N:14]([CH2:29][CH2:28][N:23]3[CH:27]=[CH:26][N:25]=[CH:24]3)[N:15]=[C:16]([C:17]3[CH:18]=[CH:19][CH:20]=[CH:21][CH:22]=3)[C:3]=12. (2) The product is: [ClH:45].[CH3:38][O:37][C:23]1[CH:24]=[CH:25][C:26]2[C:31](=[CH:30][CH:29]=[C:28]([C:32]3[NH:33][N:34]=[N:35][N:36]=3)[CH:27]=2)[C:22]=1[CH2:21][N:18]1[C:19](=[O:20])[C@@H:13]([NH:12][C:11](=[O:43])[C@@H:9]([NH:7][CH3:6])[CH3:10])[CH2:14][CH2:15][C:16]2[CH:42]=[CH:41][CH:40]=[CH:39][C:17]1=2. Given the reactants C(O[C:6](=O)[N:7]([C@H:9]([C:11](=[O:43])[NH:12][C@@H:13]1[C:19](=[O:20])[N:18]([CH2:21][C:22]2[C:31]3[C:26](=[CH:27][C:28]([C:32]4[NH:36][N:35]=[N:34][N:33]=4)=[CH:29][CH:30]=3)[CH:25]=[CH:24][C:23]=2[O:37][CH3:38])[C:17]2[CH:39]=[CH:40][CH:41]=[CH:42][C:16]=2[CH2:15][CH2:14]1)[CH3:10])C)(C)(C)C.[ClH:45].CO, predict the reaction product. (3) Given the reactants [CH3:1][NH:2][C:3]1[CH:8]=[CH:7][C:6]([OH:9])=[CH:5][CH:4]=1.[CH3:10][C:11]([Si:14](Cl)([CH3:16])[CH3:15])([CH3:13])[CH3:12].N1C=CN=C1.O, predict the reaction product. The product is: [Si:14]([O:9][C:6]1[CH:7]=[CH:8][C:3]([NH:2][CH3:1])=[CH:4][CH:5]=1)([C:11]([CH3:13])([CH3:12])[CH3:10])([CH3:16])[CH3:15]. (4) Given the reactants FC(F)(F)C(O)=O.[CH3:8][NH:9][CH2:10][C:11]1[CH:12]=[C:13]([C:17]2[CH:22]=[CH:21][C:20]([CH2:23][CH:24]3[S:28][C:27](=[O:29])[NH:26][C:25]3=[O:30])=[CH:19][CH:18]=2)[CH:14]=[CH:15][CH:16]=1.[F:31][C:32]1[CH:40]=[CH:39][C:35]([C:36](Cl)=[O:37])=[CH:34][CH:33]=1, predict the reaction product. The product is: [O:29]=[C:27]1[NH:26][C:25](=[O:30])[CH:24]([CH2:23][C:20]2[CH:19]=[CH:18][C:17]([C:13]3[CH:14]=[CH:15][CH:16]=[C:11]([CH2:10][N:9]([CH3:8])[C:36](=[O:37])[C:35]4[CH:39]=[CH:40][C:32]([F:31])=[CH:33][CH:34]=4)[CH:12]=3)=[CH:22][CH:21]=2)[S:28]1. (5) Given the reactants [C:1]([O:5][C:6]([NH:8][C@H:9]([C:11](O)=O)[CH3:10])=[O:7])([CH3:4])([CH3:3])[CH3:2].C([O:17][CH2:18][CH2:19][C:20]1[CH:25]=[CH:24][C:23]([NH:26][C:27]2[CH:32]=[C:31]([Cl:33])[C:30]([C:34]([F:37])([F:36])[F:35])=[CH:29][C:28]=2[NH2:38])=[CH:22][CH:21]=1)(=O)C, predict the reaction product. The product is: [Cl:33][C:31]1[C:30]([C:34]([F:35])([F:36])[F:37])=[CH:29][C:28]2[N:38]=[C:11]([CH:9]([NH:8][C:6](=[O:7])[O:5][C:1]([CH3:2])([CH3:3])[CH3:4])[CH3:10])[N:26]([C:23]3[CH:24]=[CH:25][C:20]([CH2:19][CH2:18][OH:17])=[CH:21][CH:22]=3)[C:27]=2[CH:32]=1. (6) Given the reactants C([O:3][C:4](=[O:17])[CH:5]([C:10]([C:12]1[S:13][CH:14]=[CH:15][CH:16]=1)=O)[CH2:6][C:7](=O)[CH3:8])C.[NH2:18][C:19]1[CH:24]=[CH:23][CH:22]=[CH:21][CH:20]=1.O.C1(C)C=CC(S(O)(=O)=O)=CC=1.C(O)C, predict the reaction product. The product is: [CH3:8][C:7]1[N:18]([C:19]2[CH:24]=[CH:23][CH:22]=[CH:21][CH:20]=2)[C:10]([C:12]2[S:13][CH:14]=[CH:15][CH:16]=2)=[C:5]([C:4]([OH:3])=[O:17])[CH:6]=1. (7) Given the reactants Br[CH2:2][CH2:3][CH2:4][CH2:5][C:6]1[CH:11]=[CH:10][C:9]([O:12][CH3:13])=[CH:8][CH:7]=1.[NH:14]1[CH:18]=[CH:17][N:16]=[C:15]1[CH2:19][CH2:20][OH:21].[I-].[K+].[OH-].[Na+].CC(O)(CC)C, predict the reaction product. The product is: [CH3:13][O:12][C:9]1[CH:10]=[CH:11][C:6]([CH2:5][CH2:4][CH2:3][CH2:2][N:14]2[CH:18]=[CH:17][N:16]=[C:15]2[CH2:19][CH2:20][OH:21])=[CH:7][CH:8]=1.